Task: Predict the reactants needed to synthesize the given product.. Dataset: Full USPTO retrosynthesis dataset with 1.9M reactions from patents (1976-2016) (1) Given the product [C:17]([O:21][C:22](=[O:25])[CH2:23][O:16][CH2:15][C:3]1[C:2]([Cl:1])=[CH:7][C:6]([O:8][CH2:9][CH:10]=[C:11]([Cl:13])[Cl:12])=[CH:5][C:4]=1[Cl:14])([CH3:20])([CH3:19])[CH3:18], predict the reactants needed to synthesize it. The reactants are: [Cl:1][C:2]1[CH:7]=[C:6]([O:8][CH2:9][CH:10]=[C:11]([Cl:13])[Cl:12])[CH:5]=[C:4]([Cl:14])[C:3]=1[CH2:15][OH:16].[C:17]([O:21][C:22](=[O:25])[CH2:23]Br)([CH3:20])([CH3:19])[CH3:18].S([O-])([O-])(=O)=O.C([N+](CCCC)(CCCC)CCCC)CCC.C([N+](CCCC)(CCCC)CCCC)CCC.[OH-].[Na+]. (2) Given the product [CH2:1]([O:3][C:4]([C:6]1[CH:7]=[CH:8][C:9]2[NH:10][C:11]3[C:16]([C:17]=2[CH:18]=1)=[CH:15][C:14]([O:19][CH3:20])=[CH:13][CH:12]=3)=[O:5])[CH3:2], predict the reactants needed to synthesize it. The reactants are: [CH2:1]([O:3][C:4]([CH:6]1[CH2:18][C:17]2[C:16]3[C:11](=[CH:12][CH:13]=[C:14]([O:19][CH3:20])[CH:15]=3)[NH:10][C:9]=2[CH2:8][CH2:7]1)=[O:5])[CH3:2]. (3) Given the product [C:16]([O:20][C:21](=[O:22])[NH:23][N:3]1[C:4]([CH3:13])=[C:5]([C:7]2[CH:8]=[N:9][CH:10]=[CH:11][CH:12]=2)[N:6]=[C:2]1[CH3:1])([CH3:19])([CH3:18])[CH3:17], predict the reactants needed to synthesize it. The reactants are: [CH3:1][C:2]1[NH:3][C:4]([CH3:13])=[C:5]([C:7]2[CH:8]=[N:9][CH:10]=[CH:11][CH:12]=2)[N:6]=1.[H-].[Na+].[C:16]([O:20][C:21]([N:23]1C(C2C=CC(C#N)=CC=2)O1)=[O:22])([CH3:19])([CH3:18])[CH3:17]. (4) Given the product [Br:1][C:2]1[CH:3]=[C:4]([C:13]2[N:17]([C:18]3[CH:19]=[N:20][CH:21]=[CH:22][CH:23]=3)[N:16]=[C:15]([C:24]([N:56]3[CH2:57][CH2:58][S:54][CH2:55]3)=[O:26])[CH:14]=2)[CH:5]=[C:6]([O:8][C:9]([F:11])([F:12])[F:10])[CH:7]=1, predict the reactants needed to synthesize it. The reactants are: [Br:1][C:2]1[CH:3]=[C:4]([C:13]2[N:17]([C:18]3[CH:19]=[N:20][CH:21]=[CH:22][CH:23]=3)[N:16]=[C:15]([C:24]([OH:26])=O)[CH:14]=2)[CH:5]=[C:6]([O:8][C:9]([F:12])([F:11])[F:10])[CH:7]=1.ClC1C=C(C2N(C3C=CC=CN=3)N=C(C(N3CC(=O)NC3)=O)C=2)C=C(F)C=1.[S:54]1[CH2:58][CH2:57][NH:56][CH2:55]1. (5) Given the product [OH:1][C:2]1[CH:3]=[C:4]([C:5]([N:43]2[CH2:48][CH2:47][O:46][CH2:45][CH2:44]2)=[O:7])[CH:8]=[CH:9][CH:10]=1, predict the reactants needed to synthesize it. The reactants are: [OH:1][C:2]1[CH:3]=[C:4]([CH:8]=[CH:9][CH:10]=1)[C:5]([OH:7])=O.Cl.CN(C)CCCN=C=NCC.C(N(CC)C(C)C)(C)C.O.ON1C2C=CC=CC=2N=N1.[NH:43]1[CH2:48][CH2:47][O:46][CH2:45][CH2:44]1.